Dataset: Reaction yield outcomes from USPTO patents with 853,638 reactions. Task: Predict the reaction yield, written as a fraction of the theoretical maximum amount of product (1.0 means a 100% yield; for example, 0.34 means a 34% yield). (1) The reactants are C1C=CC(C2C=CC=CC=2)=CC=1.C1C=CC(OC2C=CC=CC=2)=CC=1.[Br:26][C:27]1[CH:32]=[CH:31][C:30]([NH:33][CH:34]=[C:35]([C:41](=[O:43])[CH3:42])[C:36]([O:38]CC)=O)=[CH:29][CH:28]=1. No catalyst specified. The product is [Br:26][C:27]1[CH:28]=[C:29]2[C:30](=[CH:31][CH:32]=1)[N:33]=[CH:34][C:35]([C:41](=[O:43])[CH3:42])=[C:36]2[OH:38]. The yield is 0.760. (2) The reactants are [F:1][C:2]1[C:3]([C:11]([F:14])([F:13])[F:12])=[C:4]([CH:8]([OH:10])[CH3:9])[CH:5]=[CH:6][CH:7]=1.[H-].[Na+].[CH3:17][O:18][C:19](=[O:44])[C:20]1[CH:25]=[CH:24][C:23]([C:26]2[CH:27]=[N:28][C:29]([NH2:43])=[C:30](OS(C3C=CC(C)=CC=3)(=O)=O)[CH:31]=2)=[CH:22][CH:21]=1. The catalyst is CN(C=O)C.CCOC(C)=O.O. The product is [CH3:17][O:18][C:19](=[O:44])[C:20]1[CH:21]=[CH:22][C:23]([C:26]2[CH:27]=[N:28][C:29]([NH2:43])=[C:30]([O:10][CH:8]([C:4]3[CH:5]=[CH:6][CH:7]=[C:2]([F:1])[C:3]=3[C:11]([F:12])([F:13])[F:14])[CH3:9])[CH:31]=2)=[CH:24][CH:25]=1. The yield is 0.340. (3) The reactants are [NH2:1][C:2]1[CH:7]=[CH:6][C:5]([N+:8]([O-:10])=[O:9])=[CH:4][C:3]=1[OH:11].C(N(CC)CC)C.Cl[CH2:20][C:21](Cl)=[O:22].S(=O)(=O)(O)[O-].[Na+]. The catalyst is ClCCl.CN(C1C=CC=CN=1)C. The product is [N+:8]([C:5]1[CH:6]=[CH:7][C:2]2[NH:1][C:21](=[O:22])[CH2:20][O:11][C:3]=2[CH:4]=1)([O-:10])=[O:9]. The yield is 0.790.